From a dataset of Catalyst prediction with 721,799 reactions and 888 catalyst types from USPTO. Predict which catalyst facilitates the given reaction. (1) Reactant: Br[C:2]1[CH:3]=[C:4]([C:8]2([C:19]3[CH:24]=[CH:23][N:22]=[C:21]([C:25]([F:28])([F:27])[F:26])[CH:20]=3)[C:16]3[C:11](=[C:12]([F:17])[CH:13]=[CH:14][CH:15]=3)[C:10]([NH2:18])=[N:9]2)[CH:5]=[CH:6][CH:7]=1.[C:29]([C:31]1[CH:32]=[C:33](B(O)O)[CH:34]=[N:35][CH:36]=1)#[N:30].C([O-])([O-])=O.[K+].[K+]. Product: [NH2:18][C:10]1[C:11]2[C:16](=[CH:15][CH:14]=[CH:13][C:12]=2[F:17])[C:8]([C:4]2[CH:3]=[C:2]([C:33]3[CH:34]=[N:35][CH:36]=[C:31]([CH:32]=3)[C:29]#[N:30])[CH:7]=[CH:6][CH:5]=2)([C:19]2[CH:24]=[CH:23][N:22]=[C:21]([C:25]([F:26])([F:28])[F:27])[CH:20]=2)[N:9]=1. The catalyst class is: 462. (2) Reactant: [CH3:1][O:2][C:3]1[CH:4]=[C:5]2[C:10](=[CH:11][C:12]=1[O:13][CH3:14])[N:9]=[CH:8][CH:7]=[C:6]2[O:15][C:16]1[CH:22]=[CH:21][C:19]([NH2:20])=[C:18]([CH3:23])[C:17]=1[CH3:24].Cl[C:26](Cl)([O:28][C:29](=[O:35])OC(Cl)(Cl)Cl)Cl.[C:37]1([CH2:43]CO)[CH:42]=[CH:41][CH:40]=[CH:39][CH:38]=1.C(=O)(O)[O-].[Na+]. Product: [CH3:1][O:2][C:3]1[CH:4]=[C:5]2[C:10](=[CH:11][C:12]=1[O:13][CH3:14])[N:9]=[CH:8][CH:7]=[C:6]2[O:15][C:16]1[CH:22]=[CH:21][C:19]([NH:20][C:29](=[O:35])[O:28][CH2:26][CH2:43][C:37]2[CH:42]=[CH:41][CH:40]=[CH:39][CH:38]=2)=[C:18]([CH3:23])[C:17]=1[CH3:24]. The catalyst class is: 208. (3) Reactant: [CH3:1][C:2]([CH3:7])([CH3:6])[C:3](Cl)=[O:4].[Br:8][C:9]1[CH:14]=[C:13]([C:15]2[O:16][C:17]3[CH:23]=[CH:22][C:21]([CH3:24])=[CH:20][C:18]=3[N:19]=2)[CH:12]=[CH:11][C:10]=1[NH2:25].C(N(CC)CC)C. Product: [Br:8][C:9]1[CH:14]=[C:13]([C:15]2[O:16][C:17]3[CH:23]=[CH:22][C:21]([CH3:24])=[CH:20][C:18]=3[N:19]=2)[CH:12]=[CH:11][C:10]=1[NH:25][C:3](=[O:4])[C:2]([CH3:7])([CH3:6])[CH3:1]. The catalyst class is: 79. (4) Reactant: [CH2:1]([O:8][C:9](=[O:24])[CH2:10][CH2:11][C@H:12]([NH:16][C:17]([O:19][C:20]([CH3:23])([CH3:22])[CH3:21])=[O:18])[C:13]([OH:15])=[O:14])[C:2]1[CH:7]=[CH:6][CH:5]=[CH:4][CH:3]=1.[CH:25]1(O)[CH2:29][CH2:28][CH2:27][CH2:26]1.C(Cl)CCl. Product: [C:20]([O:19][C:17]([NH:16][C@H:12]([C:13]([O:15][CH:25]1[CH2:29][CH2:28][CH2:27][CH2:26]1)=[O:14])[CH2:11][CH2:10][C:9]([O:8][CH2:1][C:2]1[CH:7]=[CH:6][CH:5]=[CH:4][CH:3]=1)=[O:24])=[O:18])([CH3:21])([CH3:23])[CH3:22]. The catalyst class is: 64.